This data is from Reaction yield outcomes from USPTO patents with 853,638 reactions. The task is: Predict the reaction yield, written as a fraction of the theoretical maximum amount of product (1.0 means a 100% yield; for example, 0.34 means a 34% yield). (1) The reactants are CN(C(ON1N=NC2C=CC=NC1=2)=[N+](C)C)C.F[P-](F)(F)(F)(F)F.[F:25][C:26]1[CH:27]=[C:28]([NH:37][C:38]([C@@H:40]2[NH:49][CH2:48][CH2:47][C:46]3[N:45]=[C:44]([O:50][CH3:51])[CH:43]=[CH:42][C:41]2=3)=[O:39])[CH:29]=[C:30]2[C:34]=1[C:33]([CH3:36])([CH3:35])[CH2:32][CH2:31]2.[C:52]([O:56][C:57](=[O:66])[CH2:58][C@@H:59]1[CH2:62][C@H:61]([C:63](O)=[O:64])[CH2:60]1)([CH3:55])([CH3:54])[CH3:53].CCN(C(C)C)C(C)C. The catalyst is CN(C=O)C.O. The product is [F:25][C:26]1[CH:27]=[C:28]([NH:37][C:38]([C@@H:40]2[N:49]([C:63]([C@@H:61]3[CH2:60][C@H:59]([CH2:58][C:57]([O:56][C:52]([CH3:55])([CH3:54])[CH3:53])=[O:66])[CH2:62]3)=[O:64])[CH2:48][CH2:47][C:46]3[N:45]=[C:44]([O:50][CH3:51])[CH:43]=[CH:42][C:41]2=3)=[O:39])[CH:29]=[C:30]2[C:34]=1[C:33]([CH3:35])([CH3:36])[CH2:32][CH2:31]2. The yield is 0.890. (2) The reactants are [F:1][C:2]([F:24])([F:23])[CH:3]([C:14]1[CH:19]=[C:18]([Cl:20])[C:17]([Cl:21])=[C:16]([Cl:22])[CH:15]=1)/[CH:4]=[CH:5]/[C:6]1[CH:11]=[CH:10][C:9]([NH:12][NH2:13])=[CH:8][CH:7]=1.CCN(C(C)C)C(C)C.C1C=CC2N(O)N=NC=2C=1.O.CCN=C=NCCCN(C)C.Cl.[CH:57]1([C:60](Cl)=[O:61])[CH2:59][CH2:58]1. The catalyst is C(Cl)Cl.C([O-])(O)=O.[Na+]. The product is [F:24][C:2]([F:1])([F:23])[CH:3]([C:14]1[CH:15]=[C:16]([Cl:22])[C:17]([Cl:21])=[C:18]([Cl:20])[CH:19]=1)/[CH:4]=[CH:5]/[C:6]1[CH:11]=[CH:10][C:9]([NH:12][NH:13][C:60]([CH:57]2[CH2:59][CH2:58]2)=[O:61])=[CH:8][CH:7]=1. The yield is 0.550.